Dataset: Reaction yield outcomes from USPTO patents with 853,638 reactions. Task: Predict the reaction yield, written as a fraction of the theoretical maximum amount of product (1.0 means a 100% yield; for example, 0.34 means a 34% yield). (1) The reactants are [F:1][C:2]1[CH:3]=[CH:4][C:5]2[N:6]([CH:8]=[N:9][N:10]=2)[CH:7]=1.[Cl:11]N1C(=O)CCC1=O. The catalyst is C(Cl)(Cl)Cl. The product is [Cl:11][C:8]1[N:6]2[CH:7]=[C:2]([F:1])[CH:3]=[CH:4][C:5]2=[N:10][N:9]=1. The yield is 0.760. (2) The reactants are [CH3:1][O:2][C:3](=[O:25])[C:4]1[CH:9]=[C:8]([F:10])[C:7]([CH2:11][NH2:12])=[N:6][C:5]=1[NH:13][C:14]1[CH:19]=[CH:18][C:17]([Si:20]([CH3:23])([CH3:22])[CH3:21])=[CH:16][C:15]=1[F:24].[C:26](OC(=O)C)(=[O:28])C. The catalyst is C(O)=O. The product is [CH3:1][O:2][C:3](=[O:25])[C:4]1[CH:9]=[C:8]([F:10])[C:7]([CH2:11][NH:12][CH:26]=[O:28])=[N:6][C:5]=1[NH:13][C:14]1[CH:19]=[CH:18][C:17]([Si:20]([CH3:21])([CH3:23])[CH3:22])=[CH:16][C:15]=1[F:24]. The yield is 1.00. (3) The reactants are Br[C:2]1[CH:3]=[C:4]2[C:9](=[CH:10][CH:11]=1)[N:8]=[CH:7][CH:6]=[C:5]2[Cl:12].C([Li])CCC.CN(C)[CH:20]=[O:21]. The catalyst is C1COCC1.[Cl-].[NH4+]. The product is [Cl:12][C:5]1[C:4]2[C:9](=[CH:10][CH:11]=[C:2]([CH:20]=[O:21])[CH:3]=2)[N:8]=[CH:7][CH:6]=1. The yield is 0.250. (4) The reactants are [C:1]1([C:7]2[S:11][N:10]=[C:9]([C:12]([O:14][CH3:15])=[O:13])[CH:8]=2)[CH:6]=[CH:5][CH:4]=[CH:3][CH:2]=1.[I:16]I.[N+]([O-])(O)=O. The catalyst is CCOC(C)=O. The product is [I:16][C:8]1[C:9]([C:12]([O:14][CH3:15])=[O:13])=[N:10][S:11][C:7]=1[C:1]1[CH:2]=[CH:3][CH:4]=[CH:5][CH:6]=1. The yield is 0.213. (5) The yield is 0.870. The reactants are [N:1]1[CH:6]=[CH:5][CH:4]=[CH:3][C:2]=1C.[Cl:8][CH2:9][CH2:10][OH:11].[C:12](#N)C. The product is [Cl-:8].[OH:11][CH2:10][CH2:9][N+:1]1[CH:2]=[CH:3][C:4]([CH3:12])=[CH:5][CH:6]=1. No catalyst specified.